From a dataset of Forward reaction prediction with 1.9M reactions from USPTO patents (1976-2016). Predict the product of the given reaction. (1) Given the reactants C[O:2][C:3]([C:5]1[CH:6]=[C:7]2[C:12](=[C:13]([Cl:15])[CH:14]=1)[NH:11][CH:10]([C:16]1[CH:21]=[CH:20][CH:19]=[C:18]([N:22]3[CH2:27][CH2:26][O:25][CH2:24][CH2:23]3)[CH:17]=1)[C:9]([CH3:29])([CH3:28])[CH2:8]2)=[O:4].[OH-].[Na+].Cl, predict the reaction product. The product is: [Cl:15][C:13]1[CH:14]=[C:5]([C:3]([OH:4])=[O:2])[CH:6]=[C:7]2[C:12]=1[NH:11][CH:10]([C:16]1[CH:21]=[CH:20][CH:19]=[C:18]([N:22]3[CH2:23][CH2:24][O:25][CH2:26][CH2:27]3)[CH:17]=1)[C:9]([CH3:28])([CH3:29])[CH2:8]2. (2) Given the reactants [Cl:1][C:2]1[CH:7]=[CH:6][C:5]([OH:8])=[CH:4][C:3]=1[C:9]1[C:18]2[C:13](=[C:14]([C:19]([F:22])([F:21])[F:20])[CH:15]=[CH:16][CH:17]=2)[N:12]=[CH:11][N:10]=1.Br[C:24]1[CH:25]=[C:26]([S:30]([CH2:33][CH2:34][CH2:35][OH:36])(=[O:32])=[O:31])[CH:27]=[CH:28][CH:29]=1, predict the reaction product. The product is: [Cl:1][C:2]1[CH:7]=[CH:6][C:5]([O:8][C:24]2[CH:25]=[C:26]([S:30]([CH2:33][CH2:34][CH2:35][OH:36])(=[O:32])=[O:31])[CH:27]=[CH:28][CH:29]=2)=[CH:4][C:3]=1[C:9]1[C:18]2[C:13](=[C:14]([C:19]([F:20])([F:22])[F:21])[CH:15]=[CH:16][CH:17]=2)[N:12]=[CH:11][N:10]=1. (3) Given the reactants [OH-].[Na+].[CH:3]1([C:6]2[CH:11]=[C:10]([CH2:12][N:13]3[CH2:16][C:15]4([CH2:20][C:19]([N:21]5[CH2:26][CH2:25][C:24]([CH3:32])([C:27]([O:29]CC)=[O:28])[CH2:23][CH2:22]5)=[N:18][O:17]4)[CH2:14]3)[CH:9]=[C:8]([O:33][CH2:34][CH2:35][CH3:36])[C:7]=2[C:37]2[CH:42]=[CH:41][C:40]([F:43])=[CH:39][CH:38]=2)[CH2:5][CH2:4]1, predict the reaction product. The product is: [CH:3]1([C:6]2[CH:11]=[C:10]([CH2:12][N:13]3[CH2:16][C:15]4([CH2:20][C:19]([N:21]5[CH2:26][CH2:25][C:24]([CH3:32])([C:27]([OH:29])=[O:28])[CH2:23][CH2:22]5)=[N:18][O:17]4)[CH2:14]3)[CH:9]=[C:8]([O:33][CH2:34][CH2:35][CH3:36])[C:7]=2[C:37]2[CH:42]=[CH:41][C:40]([F:43])=[CH:39][CH:38]=2)[CH2:4][CH2:5]1. (4) Given the reactants [C:1]([N:4]1[CH:8]([C:9]([OH:11])=[O:10])[CH2:7][S:6][CH:5]1[C:12]1[CH:17]=[C:16]([OH:18])[CH:15]=[CH:14][C:13]=1[OH:19])(=[O:3])[CH3:2].S1CCN[CH2:21]1, predict the reaction product. The product is: [CH3:21][O:10][C:9]([CH:8]1[CH2:7][S:6][CH:5]([C:12]2[CH:17]=[C:16]([OH:18])[CH:15]=[CH:14][C:13]=2[OH:19])[N:4]1[C:1](=[O:3])[CH3:2])=[O:11]. (5) Given the reactants C1C(=O)N([Br:8])C(=O)C1.CC(N=NC(C#N)(C)C)(C#N)C.[Br:21][C:22]1[CH:27]=[C:26]([CH3:28])[CH:25]=[C:24]([O:29][CH3:30])[CH:23]=1, predict the reaction product. The product is: [Br:21][C:22]1[CH:23]=[C:24]([O:29][CH3:30])[CH:25]=[C:26]([CH2:28][Br:8])[CH:27]=1.